Task: Regression. Given two drug SMILES strings and cell line genomic features, predict the synergy score measuring deviation from expected non-interaction effect.. Dataset: Merck oncology drug combination screen with 23,052 pairs across 39 cell lines (1) Drug 1: CS(=O)(=O)CCNCc1ccc(-c2ccc3ncnc(Nc4ccc(OCc5cccc(F)c5)c(Cl)c4)c3c2)o1. Drug 2: COC1CC2CCC(C)C(O)(O2)C(=O)C(=O)N2CCCCC2C(=O)OC(C(C)CC2CCC(OP(C)(C)=O)C(OC)C2)CC(=O)C(C)C=C(C)C(O)C(OC)C(=O)C(C)CC(C)C=CC=CC=C1C. Cell line: UWB1289. Synergy scores: synergy=24.1. (2) Drug 1: O=C(NOCC(O)CO)c1ccc(F)c(F)c1Nc1ccc(I)cc1F. Drug 2: CCc1c2c(nc3ccc(O)cc13)-c1cc3c(c(=O)n1C2)COC(=O)C3(O)CC. Cell line: SW837. Synergy scores: synergy=13.3. (3) Drug 1: O=P1(N(CCCl)CCCl)NCCCO1. Drug 2: O=C(NOCC(O)CO)c1ccc(F)c(F)c1Nc1ccc(I)cc1F. Cell line: LOVO. Synergy scores: synergy=-3.89. (4) Drug 1: CCC1(O)C(=O)OCc2c1cc1n(c2=O)Cc2cc3c(CN(C)C)c(O)ccc3nc2-1. Drug 2: Cn1cc(-c2cnn3c(N)c(Br)c(C4CCCNC4)nc23)cn1. Cell line: LOVO. Synergy scores: synergy=2.99. (5) Drug 1: CS(=O)(=O)CCNCc1ccc(-c2ccc3ncnc(Nc4ccc(OCc5cccc(F)c5)c(Cl)c4)c3c2)o1. Drug 2: Cn1c(=O)n(-c2ccc(C(C)(C)C#N)cc2)c2c3cc(-c4cnc5ccccc5c4)ccc3ncc21. Cell line: EFM192B. Synergy scores: synergy=44.1. (6) Drug 1: O=c1[nH]cc(F)c(=O)[nH]1. Drug 2: N#Cc1ccc(Cn2cncc2CN2CCN(c3cccc(Cl)c3)C(=O)C2)cc1. Cell line: NCIH23. Synergy scores: synergy=4.79. (7) Drug 1: O=C(NOCC(O)CO)c1ccc(F)c(F)c1Nc1ccc(I)cc1F. Drug 2: Cn1c(=O)n(-c2ccc(C(C)(C)C#N)cc2)c2c3cc(-c4cnc5ccccc5c4)ccc3ncc21. Cell line: NCIH23. Synergy scores: synergy=34.2. (8) Drug 1: O=S1(=O)NC2(CN1CC(F)(F)F)C1CCC2Cc2cc(C=CCN3CCC(C(F)(F)F)CC3)ccc2C1. Drug 2: CC1CC2C3CCC4=CC(=O)C=CC4(C)C3(F)C(O)CC2(C)C1(O)C(=O)CO. Cell line: A2058. Synergy scores: synergy=-5.97. (9) Drug 1: CS(=O)(=O)CCNCc1ccc(-c2ccc3ncnc(Nc4ccc(OCc5cccc(F)c5)c(Cl)c4)c3c2)o1. Drug 2: Cc1nc(Nc2ncc(C(=O)Nc3c(C)cccc3Cl)s2)cc(N2CCN(CCO)CC2)n1. Cell line: UWB1289BRCA1. Synergy scores: synergy=27.1. (10) Drug 1: CC(=O)OC1C(=O)C2(C)C(O)CC3OCC3(OC(C)=O)C2C(OC(=O)c2ccccc2)C2(O)CC(OC(=O)C(O)C(NC(=O)c3ccccc3)c3ccccc3)C(C)=C1C2(C)C. Drug 2: O=C(O)C1(Cc2cccc(Nc3nccs3)n2)CCC(Oc2cccc(Cl)c2F)CC1. Cell line: HT144. Synergy scores: synergy=21.8.